The task is: Predict which catalyst facilitates the given reaction.. This data is from Catalyst prediction with 721,799 reactions and 888 catalyst types from USPTO. (1) Reactant: [C:1]([O:5][C:6](=[O:9])[CH2:7][NH2:8])([CH3:4])([CH3:3])[CH3:2].[CH3:10][C:11]([CH3:15])([CH3:14])[CH:12]=O. Product: [C:1]([O:5][C:6](=[O:9])[CH2:7]/[N:8]=[CH:10]/[C:11]([CH3:15])([CH3:14])[CH3:12])([CH3:4])([CH3:3])[CH3:2]. The catalyst class is: 2. (2) Reactant: [Cl:1][C:2]1[C:10]2[CH:9]=[C:8]([O:11][CH2:12][C:13]3[CH:18]=[CH:17][C:16]([O:19][CH:20]([CH3:22])[CH3:21])=[C:15]([C:23]([F:26])([F:25])[F:24])[CH:14]=3)[CH:7]=[CH:6][C:5]=2[N:4]2[CH2:27][CH2:28][C@H:29]([CH2:30][C:31]([OH:33])=[O:32])[C:3]=12.[NH2:34][C@H:35]([C:43]([OH:45])=[O:44])[CH2:36][CH2:37][CH2:38][NH:39][C:40](=[NH:42])[NH2:41].O. Product: [NH2:34][C@H:35]([C:43]([OH:45])=[O:44])[CH2:36][CH2:37][CH2:38][NH:39][C:40](=[NH:41])[NH2:42].[Cl:1][C:2]1[C:10]2[CH:9]=[C:8]([O:11][CH2:12][C:13]3[CH:18]=[CH:17][C:16]([O:19][CH:20]([CH3:22])[CH3:21])=[C:15]([C:23]([F:24])([F:25])[F:26])[CH:14]=3)[CH:7]=[CH:6][C:5]=2[N:4]2[CH2:27][CH2:28][C@H:29]([CH2:30][C:31]([OH:33])=[O:32])[C:3]=12. The catalyst class is: 21. (3) Reactant: C([Li])CCC.Br[C:7]1[CH:13]=[C:12]([F:14])[C:11]([Cl:15])=[C:10]([F:16])[C:8]=1[NH2:9].CN(C)[CH:19]=[O:20].[Cl-].[NH4+]. Product: [NH2:9][C:8]1[C:10]([F:16])=[C:11]([Cl:15])[C:12]([F:14])=[CH:13][C:7]=1[CH:19]=[O:20]. The catalyst class is: 7. (4) Product: [CH2:17]([O:19][C:20](=[O:32])[CH2:21][CH2:22][C:23]1[CH:28]=[CH:27][C:26]([S:29][CH2:4][CH2:3][C@H:2]([OH:1])[CH3:16])=[CH:25][C:24]=1[CH2:30][CH3:31])[CH3:18]. The catalyst class is: 3. Reactant: [OH:1][C@H:2]([CH3:16])[CH2:3][CH2:4]OS(C1C=CC(C)=CC=1)(=O)=O.[CH2:17]([O:19][C:20](=[O:32])[CH2:21][CH2:22][C:23]1[CH:28]=[CH:27][C:26]([SH:29])=[CH:25][C:24]=1[CH2:30][CH3:31])[CH3:18].C(=O)([O-])[O-].[K+].[K+]. (5) Reactant: [OH:1][C:2]1[C:7]([I:8])=[CH:6][C:5]([N+:9]([O-:11])=[O:10])=[CH:4][N:3]=1.CI.[C:14](=O)([O-])[O-].[K+].[K+]. Product: [I:8][C:7]1[C:2]([O:1][CH3:14])=[N:3][CH:4]=[C:5]([N+:9]([O-:11])=[O:10])[CH:6]=1. The catalyst class is: 21. (6) Reactant: Br[CH2:2][C:3]1([OH:31])[CH2:8][O:7][CH:6]([C:9]2[C:13]3[CH:14]=[C:15]([N:18]4[C:23](=[O:24])[CH:22]=[C:21]([C:25]([F:28])([F:27])[F:26])[N:20]([CH3:29])[C:19]4=[O:30])[CH:16]=[CH:17][C:12]=3[S:11][N:10]=2)[O:5][CH2:4]1.[H-].[Na+].[Cl-].[NH4+]. Product: [CH3:29][N:20]1[C:21]([C:25]([F:26])([F:27])[F:28])=[CH:22][C:23](=[O:24])[N:18]([C:15]2[CH:16]=[CH:17][C:12]3[S:11][N:10]=[C:9]([CH:6]4[O:7][CH2:8][C:3]5([CH2:2][O:31]5)[CH2:4][O:5]4)[C:13]=3[CH:14]=2)[C:19]1=[O:30]. The catalyst class is: 7. (7) Reactant: [N:1]1[CH:6]=[CH:5][C:4]([CH2:7][NH:8][C:9]2[S:10][CH:11]=[CH:12][N:13]=2)=[CH:3][CH:2]=1.O.O.O.[F:17][C:18]([F:26])([F:25])[C:19]([C:21]([F:24])([F:23])[F:22])=[O:20].C(#N)C. Product: [F:17][C:18]([F:26])([F:25])[C:19]([C:11]1[S:10][C:9]([NH:8][CH2:7][C:4]2[CH:5]=[CH:6][N:1]=[CH:2][CH:3]=2)=[N:13][CH:12]=1)([OH:20])[C:21]([F:24])([F:23])[F:22]. The catalyst class is: 48.